From a dataset of NCI-60 drug combinations with 297,098 pairs across 59 cell lines. Regression. Given two drug SMILES strings and cell line genomic features, predict the synergy score measuring deviation from expected non-interaction effect. (1) Cell line: SK-OV-3. Drug 1: CC1=CC=C(C=C1)C2=CC(=NN2C3=CC=C(C=C3)S(=O)(=O)N)C(F)(F)F. Synergy scores: CSS=4.59, Synergy_ZIP=-4.26, Synergy_Bliss=-3.79, Synergy_Loewe=-2.31, Synergy_HSA=-1.80. Drug 2: COCCOC1=C(C=C2C(=C1)C(=NC=N2)NC3=CC=CC(=C3)C#C)OCCOC.Cl. (2) Drug 1: C1=CC(=C2C(=C1NCCNCCO)C(=O)C3=C(C=CC(=C3C2=O)O)O)NCCNCCO. Drug 2: C1CN1P(=S)(N2CC2)N3CC3. Cell line: LOX IMVI. Synergy scores: CSS=47.3, Synergy_ZIP=-5.72, Synergy_Bliss=-3.45, Synergy_Loewe=0.873, Synergy_HSA=3.10.